Dataset: Reaction yield outcomes from USPTO patents with 853,638 reactions. Task: Predict the reaction yield, written as a fraction of the theoretical maximum amount of product (1.0 means a 100% yield; for example, 0.34 means a 34% yield). (1) The reactants are [CH2:1]([NH:8][C:9]([CH2:20][CH2:21][CH:22]=[CH2:23])([C:15](OCC)=[O:16])[C:10](OCC)=[O:11])[C:2]1[CH:7]=[CH:6][CH:5]=[CH:4][CH:3]=1.[H-].[H-].[H-].[H-].[Li+].[Al+3].S([O-])([O-])(=O)=O.[Na+].[Na+].O. The catalyst is C1COCC1.CCOCC. The product is [CH2:1]([NH:8][C:9]([CH2:20][CH2:21][CH:22]=[CH2:23])([CH2:10][OH:11])[CH2:15][OH:16])[C:2]1[CH:7]=[CH:6][CH:5]=[CH:4][CH:3]=1. The yield is 0.910. (2) The reactants are C([N:5]1[CH2:9][CH2:8][CH2:7][C:6]1=O)=CCC.C(OC)(=O)[C:12]1[CH:17]=[CH:16][CH:15]=[N:14][CH:13]=1. The catalyst is CN(C=O)C. The product is [CH:16]1[CH:15]=[N:14][CH:13]=[C:12]([C:6]2[CH2:7][CH2:8][CH2:9][N:5]=2)[CH:17]=1. The yield is 0.772. (3) The reactants are C(OC([N:8]1[CH2:13][CH2:12][N:11]([C:14]2[CH:42]=[CH:41][C:17]3[S:18][C:19]([S:22]([N:25]4[CH2:30][CH2:29][N:28]([C:31]5[C:36]([C:37]([F:40])([F:39])[F:38])=[CH:35][CH:34]=[CH:33][N:32]=5)[CH2:27][CH2:26]4)(=[O:24])=[O:23])=[C:20]([CH3:21])[C:16]=3[CH:15]=2)[CH2:10][CH2:9]1)=O)(C)(C)C.C(O)(C(F)(F)F)=O. The catalyst is C(Cl)Cl. The product is [CH3:21][C:20]1[C:16]2[CH:15]=[C:14]([N:11]3[CH2:12][CH2:13][NH:8][CH2:9][CH2:10]3)[CH:42]=[CH:41][C:17]=2[S:18][C:19]=1[S:22]([N:25]1[CH2:30][CH2:29][N:28]([C:31]2[C:36]([C:37]([F:39])([F:38])[F:40])=[CH:35][CH:34]=[CH:33][N:32]=2)[CH2:27][CH2:26]1)(=[O:24])=[O:23]. The yield is 0.660. (4) The reactants are [OH:1][C:2]1[N:7]=[CH:6][C:5]([NH:8][C:9](=[O:16])[C:10]2[CH:15]=[CH:14][CH:13]=[CH:12][CH:11]=2)=[CH:4][CH:3]=1.[CH3:17][N:18]([C:22]1[CH:27]=[CH:26][CH:25]=[CH:24][CH:23]=1)[C:19](Cl)=[O:20].N12CCN(CC1)CC2.O. The catalyst is CN(C)C=O. The product is [C:9]([NH:8][C:5]1[CH:4]=[CH:3][C:2]([O:1][C:19](=[O:20])[N:18]([CH3:17])[C:22]2[CH:27]=[CH:26][CH:25]=[CH:24][CH:23]=2)=[N:7][CH:6]=1)(=[O:16])[C:10]1[CH:15]=[CH:14][CH:13]=[CH:12][CH:11]=1. The yield is 0.680. (5) The reactants are [NH2:1][CH2:2][C@H:3]1[CH2:8][CH2:7][C@H:6]([NH:9][C:10]2[S:11][C:12]3[CH2:19][CH2:18][CH2:17][C:16]4[CH:20]=[CH:21][C:22]([F:24])=[CH:23][C:15]=4[C:13]=3[N:14]=2)[CH2:5][CH2:4]1.N1C=CC=CC=1.C(N(C(C)C)CC)(C)C.Cl[C:41]([O:43][CH2:44][CH2:45][Cl:46])=[O:42]. The catalyst is O. The product is [Cl:46][CH2:45][CH2:44][O:43][C:41](=[O:42])[NH:1][CH2:2][CH:3]1[CH2:8][CH2:7][CH:6]([NH:9][C:10]2[S:11][C:12]3[CH2:19][CH2:18][CH2:17][C:16]4[CH:20]=[CH:21][C:22]([F:24])=[CH:23][C:15]=4[C:13]=3[N:14]=2)[CH2:5][CH2:4]1. The yield is 1.00. (6) The reactants are Cl[C:2]1[N:3]=[N+:4]([O-:12])[C:5]2[CH:11]=[CH:10][CH:9]=[CH:8][C:6]=2[N:7]=1.Cl.[NH2:14][CH2:15][CH2:16][CH2:17][C:18]([O:20][CH3:21])=[O:19].CCN(CC)CC. The catalyst is COCCOC. The product is [O-:12][N+:4]1[C:5]2[CH:11]=[CH:10][CH:9]=[CH:8][C:6]=2[N:7]=[C:2]([NH:14][CH2:15][CH2:16][CH2:17][C:18]([O:20][CH3:21])=[O:19])[N:3]=1. The yield is 0.810. (7) The reactants are [CH3:1][O:2][C:3](=[O:23])/[C:4](/[C:13]1[CH:18]=[CH:17][C:16]([S:19]([CH3:22])(=[O:21])=[O:20])=[CH:15][CH:14]=1)=[CH:5]/[CH:6]1[CH2:12][CH2:11][CH2:10][CH2:9][CH2:8][CH2:7]1.[BH4-].[Na+]. The catalyst is CO.O.O.O.O.O.O.[Ni](Cl)Cl. The product is [CH3:1][O:2][C:3](=[O:23])[CH:4]([C:13]1[CH:14]=[CH:15][C:16]([S:19]([CH3:22])(=[O:20])=[O:21])=[CH:17][CH:18]=1)[CH2:5][CH:6]1[CH2:7][CH2:8][CH2:9][CH2:10][CH2:11][CH2:12]1. The yield is 0.910.